Dataset: Reaction yield outcomes from USPTO patents with 853,638 reactions. Task: Predict the reaction yield, written as a fraction of the theoretical maximum amount of product (1.0 means a 100% yield; for example, 0.34 means a 34% yield). The reactants are Br[C:2]1[C:3]([NH2:22])=[N:4][CH:5]=[C:6]([C:8]2[CH:13]=[CH:12][C:11]([O:14][Si:15]([C:18]([CH3:21])([CH3:20])[CH3:19])([CH3:17])[CH3:16])=[CH:10][CH:9]=2)[N:7]=1.[C:23]1(B(O)O)[CH:28]=[CH:27][CH:26]=[CH:25][CH:24]=1.C([O-])([O-])=O.[Na+].[Na+].O. The catalyst is C1(C)C=CC=CC=1.C(O)C.Cl[Pd](Cl)([P](C1C=CC=CC=1)(C1C=CC=CC=1)C1C=CC=CC=1)[P](C1C=CC=CC=1)(C1C=CC=CC=1)C1C=CC=CC=1. The product is [Si:15]([O:14][C:11]1[CH:12]=[CH:13][C:8]([C:6]2[N:7]=[C:2]([C:23]3[CH:28]=[CH:27][CH:26]=[CH:25][CH:24]=3)[C:3]([NH2:22])=[N:4][CH:5]=2)=[CH:9][CH:10]=1)([C:18]([CH3:21])([CH3:20])[CH3:19])([CH3:17])[CH3:16]. The yield is 0.981.